Dataset: Reaction yield outcomes from USPTO patents with 853,638 reactions. Task: Predict the reaction yield, written as a fraction of the theoretical maximum amount of product (1.0 means a 100% yield; for example, 0.34 means a 34% yield). The reactants are C(P(C12CC3CC(CC(C3)C1)C2)C12CC3CC(CC(C3)C1)C2)CCC.Br[C:27]1[N:32]=[C:31]([NH:33][C:34]2[CH:39]=[C:38]([C:40]([F:43])([F:42])[F:41])[CH:37]=[CH:36][N:35]=2)[CH:30]=[C:29]([CH3:44])[CH:28]=1.[S:45]1[CH:49]=[CH:48][N:47]=[CH:46]1.C(=O)([O-])[O-].[K+].[K+].C(O)(=O)C(C)(C)C. The catalyst is CC(N(C)C)=O.[CH2-]C=C.[CH2-]C=C.Cl[Pd+].Cl[Pd+]. The product is [CH3:44][C:29]1[CH:28]=[C:27]([C:49]2[S:45][CH:46]=[N:47][CH:48]=2)[N:32]=[C:31]([NH:33][C:34]2[CH:39]=[C:38]([C:40]([F:43])([F:42])[F:41])[CH:37]=[CH:36][N:35]=2)[CH:30]=1. The yield is 0.430.